From a dataset of Catalyst prediction with 721,799 reactions and 888 catalyst types from USPTO. Predict which catalyst facilitates the given reaction. (1) Reactant: [Cl:1][C:2]1[C:7]([C:8]2[CH:13]=[CH:12][CH:11]=[CH:10][CH:9]=2)=[C:6](Cl)[N:5]2[N:15]=[C:16]([C:18]3[CH:23]=[CH:22][CH:21]=[CH:20][N:19]=3)[N:17]=[C:4]2[N:3]=1.[C:24]([NH2:28])([CH3:27])([CH3:26])[CH3:25]. Product: [C:24]([NH:28][C:6]1[N:5]2[N:15]=[C:16]([C:18]3[CH:23]=[CH:22][CH:21]=[CH:20][N:19]=3)[N:17]=[C:4]2[N:3]=[C:2]([Cl:1])[C:7]=1[C:8]1[CH:13]=[CH:12][CH:11]=[CH:10][CH:9]=1)([CH3:27])([CH3:26])[CH3:25]. The catalyst class is: 3. (2) Reactant: [CH2:1]([N:8]1[CH2:17][CH2:16][C:15]2[N:14]=[C:13](Cl)[CH:12]=[CH:11][C:10]=2[CH2:9]1)[C:2]1[CH:7]=[CH:6][CH:5]=[CH:4][CH:3]=1.[CH:19]([NH2:22])([CH3:21])[CH3:20].CC(C1C=C(C(C)C)C(C2C=CC=CC=2P(C2CCCCC2)C2CCCCC2)=C(C(C)C)C=1)C.CC(C)([O-])C.[Na+]. Product: [CH2:1]([N:8]1[CH2:17][CH2:16][C:15]2[N:14]=[C:13]([NH:22][CH:19]([CH3:21])[CH3:20])[CH:12]=[CH:11][C:10]=2[CH2:9]1)[C:2]1[CH:7]=[CH:6][CH:5]=[CH:4][CH:3]=1. The catalyst class is: 720. (3) Reactant: [O:1]=[S:2]1(=[O:25])[C:8]2[CH:9]=[CH:10][CH:11]=[CH:12][C:7]=2[CH2:6][N:5]([C:13]2[CH:22]=[C:21]([NH2:23])[C:20]3[C:15](=[CH:16][CH:17]=[C:18]([CH3:24])[CH:19]=3)[N:14]=2)[CH2:4][CH2:3]1.N12CCCN=C1CCCCC2.[Cl:37][CH2:38][C:39](Cl)=[O:40]. Product: [Cl:37][CH2:38][C:39]([NH:23][C:21]1[C:20]2[C:15](=[CH:16][CH:17]=[C:18]([CH3:24])[CH:19]=2)[N:14]=[C:13]([N:5]2[CH2:6][C:7]3[CH:12]=[CH:11][CH:10]=[CH:9][C:8]=3[S:2](=[O:1])(=[O:25])[CH2:3][CH2:4]2)[CH:22]=1)=[O:40]. The catalyst class is: 789. (4) Reactant: [CH2:1]([C:3]1[CH:12]=[C:11]([C:13](=[O:37])[NH:14][C@@:15]2([C:25]3[CH:30]=[CH:29][C:28]([O:31][C:32]([F:35])([F:34])[F:33])=[C:27]([F:36])[CH:26]=3)[C:20]3=[N:21][CH:22]=[CH:23][CH:24]=[C:19]3[O:18][CH2:17][CH2:16]2)[CH:10]=[CH:9][C:4]=1[C:5]([O:7]C)=[O:6])[CH3:2].[OH-].[Na+]. Product: [CH2:1]([C:3]1[CH:12]=[C:11]([C:13](=[O:37])[NH:14][C@@:15]2([C:25]3[CH:30]=[CH:29][C:28]([O:31][C:32]([F:34])([F:35])[F:33])=[C:27]([F:36])[CH:26]=3)[C:20]3=[N:21][CH:22]=[CH:23][CH:24]=[C:19]3[O:18][CH2:17][CH2:16]2)[CH:10]=[CH:9][C:4]=1[C:5]([OH:7])=[O:6])[CH3:2]. The catalyst class is: 36. (5) Product: [CH3:1][C:2]1([CH2:8][OH:9])[CH2:7][CH2:6][CH2:5][CH2:4][CH2:3]1. The catalyst class is: 3. Reactant: [CH3:1][C:2]1([CH2:8][O:9]C2C=CC(C=C3SC(=O)NC3=O)=CC=2[N+]([O-])=O)[CH2:7][CH2:6][CH2:5][CH2:4][CH2:3]1.C([O-])([O-])=O.[K+].[K+].O. (6) Reactant: [N+:1]([C:4]1[CH:9]=[CH:8][C:7]([C:10](=O)[CH3:11])=[CH:6][CH:5]=1)([O-:3])=[O:2].C([O-])=O.[NH4+:16].C(O)(=O)C. Product: [N+:1]([C:4]1[CH:9]=[CH:8][C:7]([CH:10]([NH2:16])[CH3:11])=[CH:6][CH:5]=1)([O-:3])=[O:2]. The catalyst class is: 5. (7) Reactant: C([O:3][C:4]([CH:6]1[CH:12]2[CH:7]1[CH:8]([CH3:16])[CH2:9][CH2:10][CH:11]2[CH:13]([CH3:15])[CH3:14])=[O:5])C.Cl. Product: [CH:13]([C@@H:11]1[CH2:10][CH2:9][C@@H:8]([CH3:16])[CH:7]2[CH:12]1[CH:6]2[C:4]([OH:5])=[O:3])([CH3:14])[CH3:15]. The catalyst class is: 74.